Task: Predict the reactants needed to synthesize the given product.. Dataset: Full USPTO retrosynthesis dataset with 1.9M reactions from patents (1976-2016) (1) Given the product [C:1]([C:5]1[CH:6]=[C:7]([NH:11][C:12]2[C:17]([F:18])=[CH:16][N:15]=[C:14]([NH:19][C:20]3[CH:21]=[CH:22][C:23]4[O:27][C:26](=[CH:28][OH:29])[CH2:25][C:24]=4[CH:32]=3)[N:13]=2)[CH:8]=[CH:9][CH:10]=1)([CH3:4])([CH3:2])[CH3:3], predict the reactants needed to synthesize it. The reactants are: [C:1]([C:5]1[CH:6]=[C:7]([NH:11][C:12]2[C:17]([F:18])=[CH:16][N:15]=[C:14]([NH:19][C:20]3[CH:21]=[CH:22][C:23]4[O:27][C:26]([C:28](OC)=[O:29])=[CH:25][C:24]=4[CH:32]=3)[N:13]=2)[CH:8]=[CH:9][CH:10]=1)([CH3:4])([CH3:3])[CH3:2].CC(C[AlH]CC(C)C)C. (2) Given the product [F:8][C:6]1[CH:5]=[C:4]([C:9]2[C:17]3[C:12](=[CH:13][C:14]([O:18][CH2:27][CH2:28][CH:29]([CH3:34])[CH3:30])=[CH:15][CH:16]=3)[C:11](=[O:19])[C:10]=2[C:20]2[CH:21]=[N:22][CH:23]=[CH:24][CH:25]=2)[CH:3]=[C:2]([F:1])[CH:7]=1, predict the reactants needed to synthesize it. The reactants are: [F:1][C:2]1[CH:3]=[C:4]([C:9]2[C:17]3[C:12](=[CH:13][C:14]([OH:18])=[CH:15][CH:16]=3)[C:11](=[O:19])[C:10]=2[C:20]2[CH:21]=[N:22][CH:23]=[CH:24][CH:25]=2)[CH:5]=[C:6]([F:8])[CH:7]=1.Br[C:27]1[C:28](=O)[C:29]2[C:34](C=1C1C=CC=CC=1)=CC=C(O)[CH:30]=2.CC(C)CCO.C1C=CC(P(C2C=CC=CC=2)C2C=CC=CC=2)=CC=1.CC(OC(/N=N/C(OC(C)C)=O)=O)C. (3) Given the product [F:1][C:2]1[CH:3]=[C:4]([C:8]2[CH:22]=[CH:21][C:11]([C:12]([NH:14][CH:15]3[CH2:16][CH2:17][N:18]([C:24]4[N:32]=[CH:31][N:30]=[C:29]5[C:25]=4[N:26]=[CH:27][N:28]5[CH:33]([CH2:34][OH:35])[CH2:36][CH3:37])[CH2:19][CH2:20]3)=[O:13])=[CH:10][N:9]=2)[CH:5]=[CH:6][CH:7]=1, predict the reactants needed to synthesize it. The reactants are: [F:1][C:2]1[CH:3]=[C:4]([C:8]2[CH:22]=[CH:21][C:11]([C:12]([NH:14][CH:15]3[CH2:20][CH2:19][NH:18][CH2:17][CH2:16]3)=[O:13])=[CH:10][N:9]=2)[CH:5]=[CH:6][CH:7]=1.Cl[C:24]1[N:32]=[CH:31][N:30]=[C:29]2[C:25]=1[N:26]=[CH:27][N:28]2[CH:33]([CH2:36][CH3:37])[CH2:34][OH:35].C(O)CCC.O. (4) Given the product [Cl:1][C:2]1[CH:3]=[CH:4][C:5]([CH2:8][CH:9]([OH:13])[C:10]([OH:12])=[O:11])=[CH:6][CH:7]=1, predict the reactants needed to synthesize it. The reactants are: [Cl:1][C:2]1[CH:7]=[CH:6][C:5]([CH2:8][C:9](=[O:13])[C:10]([OH:12])=[O:11])=[CH:4][CH:3]=1.Cl.